Predict the reactants needed to synthesize the given product. From a dataset of Full USPTO retrosynthesis dataset with 1.9M reactions from patents (1976-2016). (1) Given the product [C:25]([C:10]1[CH:11]=[C:12]([C:16]2[S:20][C:19]([C:21]([O:23][CH3:24])=[O:22])=[CH:18][CH:17]=2)[CH:13]=[C:14]([F:15])[C:9]=1[OH:8])#[N:26], predict the reactants needed to synthesize it. The reactants are: C([O:8][C:9]1[C:14]([F:15])=[CH:13][C:12]([C:16]2[S:20][C:19]([C:21]([O:23][CH3:24])=[O:22])=[CH:18][CH:17]=2)=[CH:11][C:10]=1[C:25]#[N:26])C1C=CC=CC=1. (2) Given the product [I-:16].[CH2:13]([O:12][C:10]([C:7]1[NH:8][CH:9]=[C:5]([CH2:4][N+:2]([CH3:15])([CH3:1])[CH3:3])[CH:6]=1)=[O:11])[CH3:14], predict the reactants needed to synthesize it. The reactants are: [CH3:1][N:2]([CH2:4][C:5]1[CH:6]=[C:7]([C:10]([O:12][CH2:13][CH3:14])=[O:11])[NH:8][CH:9]=1)[CH3:3].[CH3:15][I:16]. (3) Given the product [CH2:1]([CH:6]1[CH2:7][C@H:8]2[NH:13][C@H:11]([CH2:10][CH2:9]2)[CH2:12]1)[CH2:2][CH2:3][CH2:4][CH3:5], predict the reactants needed to synthesize it. The reactants are: [CH2:1]([CH:6]1[CH2:12][C@H:11]2[N:13](C(OC(C)(C)C)=O)[C@H:8]([CH2:9][CH2:10]2)[CH2:7]1)[CH2:2][CH2:3][CH2:4][CH3:5].C(O)(C(F)(F)F)=O.C(O)(=O)C.CO. (4) Given the product [Br:1][C:2]1[C:10]2[C:5](=[CH:6][CH:7]=[CH:8][CH:9]=2)[NH:4][C:3]=1[C:11]([OH:13])=[O:12], predict the reactants needed to synthesize it. The reactants are: [Br:1][C:2]1[C:10]2[C:5](=[CH:6][CH:7]=[CH:8][CH:9]=2)[NH:4][C:3]=1[C:11]([O:13]CC)=[O:12].[OH-].[Li+]. (5) The reactants are: [NH2:1][C:2]1[N:11]=[C:10]([NH2:12])[C:9]2[C:4](=[N:5][CH:6]=[C:7]([CH2:13][N:14]([CH3:24])[C:15]3[CH:16]=[C:17]([CH:21]=[CH:22][CH:23]=3)[C:18]([OH:20])=O)[N:8]=2)[N:3]=1.[NH3:25].CCOC(C)=O. Given the product [NH2:1][C:2]1[N:11]=[C:10]([NH2:12])[C:9]2[C:4](=[N:5][CH:6]=[C:7]([CH2:13][N:14]([CH3:24])[C:15]3[CH:16]=[C:17]([CH:21]=[CH:22][CH:23]=3)[C:18]([NH2:25])=[O:20])[N:8]=2)[N:3]=1, predict the reactants needed to synthesize it. (6) Given the product [CH:38]1([NH:39][C:25](=[O:26])[C:24]2[CH:23]=[CH:22][C:21]([CH:13]([C:11]3[NH:12][C:8]([C:6]4[S:7][C:3]([CH2:2][OH:1])=[CH:4][N:5]=4)=[CH:9][CH:10]=3)[CH2:14][CH:15]3[CH2:16][CH2:17][O:18][CH2:19][CH2:20]3)=[CH:29][CH:28]=2)[CH2:36][CH2:37]1, predict the reactants needed to synthesize it. The reactants are: [OH:1][CH2:2][C:3]1[S:7][C:6]([C:8]2[NH:12][C:11]([CH:13]([C:21]3[CH:29]=[CH:28][C:24]([C:25](O)=[O:26])=[CH:23][CH:22]=3)[CH2:14][CH:15]3[CH2:20][CH2:19][O:18][CH2:17][CH2:16]3)=[CH:10][CH:9]=2)=[N:5][CH:4]=1.Cl.C(N=C=N[CH2:36][CH2:37][CH2:38][N:39](C)C)C.ON1C2C=CC=CC=2N=N1.CN1CCOCC1.C1(N)CC1. (7) Given the product [F:1][C:2]1[CH:7]=[CH:6][C:5]([F:8])=[CH:4][C:3]=1[C@H:9]1[CH2:13][CH2:12][CH2:11][N:10]1[C:14]1[CH:19]=[CH:18][N:17]2[N:20]=[CH:21][C:22](/[CH:23]=[CH:24]/[C:25]([N:27]3[CH2:28][CH2:29][N:30]([CH3:35])[CH2:31][CH2:32]3)=[O:26])=[C:16]2[N:15]=1, predict the reactants needed to synthesize it. The reactants are: [F:1][C:2]1[CH:7]=[CH:6][C:5]([F:8])=[CH:4][C:3]=1[C@H:9]1[CH2:13][CH2:12][CH2:11][N:10]1[C:14]1[CH:19]=[CH:18][N:17]2[N:20]=[CH:21][C:22](/[CH:23]=[CH:24]/[C:25]([N:27]3[CH2:32][CH2:31][NH:30][CH2:29][CH2:28]3)=[O:26])=[C:16]2[N:15]=1.C=O.[C:35]([BH3-])#N.[Na+].[OH-].[Na+].